This data is from Reaction yield outcomes from USPTO patents with 853,638 reactions. The task is: Predict the reaction yield, written as a fraction of the theoretical maximum amount of product (1.0 means a 100% yield; for example, 0.34 means a 34% yield). (1) The reactants are [CH3:1][O:2][C:3](=[O:15])[C:4]1[CH:9]=[CH:8][C:7]([CH:10]=[CH2:11])=[CH:6][C:5]=1[N+:12]([O-])=O. The catalyst is CO.[Pd]. The product is [CH3:1][O:2][C:3](=[O:15])[C:4]1[CH:9]=[CH:8][C:7]([CH2:10][CH3:11])=[CH:6][C:5]=1[NH2:12]. The yield is 0.960. (2) The reactants are [CH2:1]([NH:4][C:5]1([C:8]2[CH:13]=[CH:12][C:11]([C:14]#[C:15][C:16]3[CH:26]=[CH:25][C:19]([C:20]([O:22]CC)=[O:21])=[CH:18][CH:17]=3)=[CH:10][CH:9]=2)[CH2:7][CH2:6]1)[CH2:2][CH3:3].[OH-].[Na+]. The catalyst is C(O)C.O1CCCC1. The product is [CH2:1]([NH:4][C:5]1([C:8]2[CH:13]=[CH:12][C:11]([C:14]#[C:15][C:16]3[CH:17]=[CH:18][C:19]([C:20]([OH:22])=[O:21])=[CH:25][CH:26]=3)=[CH:10][CH:9]=2)[CH2:6][CH2:7]1)[CH2:2][CH3:3]. The yield is 0.690. (3) The reactants are [CH3:1][O:2][C:3]([CH:5]([NH:13][C:14]([C:16]1[CH:21]=[CH:20][C:19](B(O)O)=[CH:18][CH:17]=1)=[O:15])[CH2:6][C:7]1[CH:12]=[CH:11][CH:10]=[CH:9][CH:8]=1)=[O:4].[CH2:25]([O:32][C:33]1[N:38]=[CH:37][C:36](Br)=[CH:35][N:34]=1)[C:26]1[CH:31]=[CH:30][CH:29]=[CH:28][CH:27]=1.C(=O)([O-])[O-].[Na+].[Na+]. The catalyst is C1C=CC([P]([Pd]([P](C2C=CC=CC=2)(C2C=CC=CC=2)C2C=CC=CC=2)([P](C2C=CC=CC=2)(C2C=CC=CC=2)C2C=CC=CC=2)[P](C2C=CC=CC=2)(C2C=CC=CC=2)C2C=CC=CC=2)(C2C=CC=CC=2)C2C=CC=CC=2)=CC=1.COCCOC. The product is [CH3:1][O:2][C:3](=[O:4])[CH:5]([NH:13][C:14](=[O:15])[C:16]1[C:21]([C:36]2[CH:37]=[N:38][C:33]([O:32][CH2:25][C:26]3[CH:31]=[CH:30][CH:29]=[CH:28][CH:27]=3)=[N:34][CH:35]=2)=[CH:20][CH:19]=[CH:18][CH:17]=1)[CH2:6][C:7]1[CH:12]=[CH:11][CH:10]=[CH:9][CH:8]=1. The yield is 0.270. (4) The reactants are [OH:1][C@:2]12[C:26](=[O:27])[CH:25]=[C:24]3[C@@:12]([CH3:31])([CH2:13][CH2:14][C@@H:15]4[C@:23]3([CH3:28])[CH2:22][C:18]3[CH:19]=[N:20][O:21][C:17]=3[C:16]4([CH3:30])[CH3:29])[C@:11]1([CH3:32])[CH2:10][CH2:9][C@:8]1([CH3:33])[C@H:3]2[CH2:4][C@@:5]([CH3:38])([C:34]([O:36]C)=[O:35])[CH2:6][CH2:7]1.C[O-].[Na+].[OH-].[Na+].P(=O)(O)(O)O. The catalyst is CO.O. The product is [C:19]([C:18]1[CH2:22][C@@:23]2([CH3:28])[C@@H:15]([CH2:14][CH2:13][C@:12]3([CH3:31])[C:24]2=[CH:25][C:26](=[O:27])[C@@:2]2([OH:1])[C@@:11]3([CH3:32])[CH2:10][CH2:9][C@:8]3([CH3:33])[C@H:3]2[CH2:4][C@@:5]([CH3:38])([C:34]([OH:36])=[O:35])[CH2:6][CH2:7]3)[C:16]([CH3:30])([CH3:29])[C:17]=1[OH:21])#[N:20]. The yield is 0.920. (5) The reactants are [NH2:1][CH2:2][C@@H:3]1[O:7][C:6](=[O:8])[N:5]([C:9]2[CH:18]=[C:17]3[C:12]([CH:13]=[C:14]([C:20]4[CH:25]=[CH:24][CH:23]=[CH:22][C:21]=4[C:26]([F:29])([F:28])[F:27])[NH:15][C:16]3=[O:19])=[CH:11][CH:10]=2)[CH2:4]1.N1C=CC=CC=1.[CH3:36][S:37](Cl)(=[O:39])=[O:38].O. The catalyst is C(Cl)Cl. The product is [O:8]=[C:6]1[N:5]([C:9]2[CH:18]=[C:17]3[C:12]([CH:13]=[C:14]([C:20]4[CH:25]=[CH:24][CH:23]=[CH:22][C:21]=4[C:26]([F:28])([F:27])[F:29])[NH:15][C:16]3=[O:19])=[CH:11][CH:10]=2)[CH2:4][C@H:3]([CH2:2][NH:1][S:37]([CH3:36])(=[O:39])=[O:38])[O:7]1. The yield is 0.360. (6) The reactants are [NH2:1][N:2]1[CH:6]=[CH:5][N:4]=[C:3]1[C:7]([NH:9][C:10]1[CH:15]=[CH:14][CH:13]=[CH:12][CH:11]=1)=[O:8].[C:16]([O:20][C:21]([NH:23][C@@H:24]([CH3:28])[C:25](O)=[O:26])=[O:22])([CH3:19])([CH3:18])[CH3:17].CCN=C=NCCCN(C)C.Cl. No catalyst specified. The product is [O:26]=[C:25]([NH:1][N:2]1[CH:6]=[CH:5][N:4]=[C:3]1[C:7](=[O:8])[NH:9][C:10]1[CH:11]=[CH:12][CH:13]=[CH:14][CH:15]=1)[C@@H:24]([NH:23][C:21](=[O:22])[O:20][C:16]([CH3:19])([CH3:18])[CH3:17])[CH3:28]. The yield is 0.670. (7) The reactants are [H-].[Na+].[CH2:3]([OH:9])[CH2:4][CH2:5][CH2:6][CH2:7][CH3:8].Br[CH2:11][C:12]([OH:14])=[O:13]. The catalyst is C1COCC1. The product is [CH2:3]([O:9][CH2:11][C:12]([OH:14])=[O:13])[CH2:4][CH2:5][CH2:6][CH2:7][CH3:8]. The yield is 0.880.